Dataset: Peptide-MHC class II binding affinity with 134,281 pairs from IEDB. Task: Regression. Given a peptide amino acid sequence and an MHC pseudo amino acid sequence, predict their binding affinity value. This is MHC class II binding data. (1) The peptide sequence is GELQIVDKIDAARKI. The MHC is DRB1_1501 with pseudo-sequence DRB1_1501. The binding affinity (normalized) is 0.445. (2) The peptide sequence is SDDQISIMKLPLSTK. The MHC is H-2-IAb with pseudo-sequence H-2-IAb. The binding affinity (normalized) is 0.137. (3) The peptide sequence is KEPIVGAETFYVDGA. The MHC is DRB1_1501 with pseudo-sequence DRB1_1501. The binding affinity (normalized) is 0.498.